The task is: Predict the product of the given reaction.. This data is from Forward reaction prediction with 1.9M reactions from USPTO patents (1976-2016). (1) Given the reactants [N:1]1C=CC=CC=1.[I:7][C:8]1[CH:16]=[CH:15][C:11]([C:12](Cl)=[O:13])=[CH:10][CH:9]=1, predict the reaction product. The product is: [I:7][C:8]1[CH:16]=[CH:15][C:11]([C:12]([NH2:1])=[O:13])=[CH:10][CH:9]=1. (2) Given the reactants [CH3:1][O-:2].[Na+].[C:4](#[N:8])[CH2:5][C:6]#[N:7].[F:9][C:10]([F:18])([F:17])/[CH:11]=[CH:12]/[C:13](OC)=[O:14], predict the reaction product. The product is: [CH3:1][O:2][C:6]1[NH:7][C:13](=[O:14])[CH2:12][CH:11]([C:10]([F:18])([F:17])[F:9])[C:5]=1[C:4]#[N:8].